This data is from Forward reaction prediction with 1.9M reactions from USPTO patents (1976-2016). The task is: Predict the product of the given reaction. (1) Given the reactants [OH:1][C:2]1[CH:11]=[CH:10][C:9]2[N:8]=[C:7]([NH:12][CH2:13][CH2:14][CH3:15])[C:6]([C:16]3[CH:21]=[CH:20][CH:19]=[CH:18][CH:17]=3)=[N:5][C:4]=2[C:3]=1C(O)=O.Cl.[CH2:26]([NH:28][CH2:29][C:30]([OH:32])=[O:31])C.C(N([CH2:38][CH3:39])CC)C.C1CN([P+]([O:56]N2N=NC3C=CC=CC2=3)(N2CCCC2)N2CCCC2)CC1.F[P-](F)(F)(F)(F)F, predict the reaction product. The product is: [OH:1][C:2]1[C:3]([C:26]([NH:28][CH2:29][C:30]([O:32][CH2:38][CH3:39])=[O:31])=[O:56])=[C:4]2[C:9](=[CH:10][CH:11]=1)[N:8]=[C:7]([NH:12][CH2:13][CH2:14][CH3:15])[C:6]([C:16]1[CH:17]=[CH:18][CH:19]=[CH:20][CH:21]=1)=[N:5]2. (2) The product is: [C:1]([O:4][C:5]1[CH:14]=[C:13]2[C:8]([C:9]([CH3:19])=[C:10]([C:17]#[N:18])[C:11]([S:22]([CH3:28])(=[O:25])=[O:23])=[N:12]2)=[CH:7][C:6]=1[O:20][CH3:21])(=[O:3])[CH3:2]. Given the reactants [C:1]([O:4][C:5]1[CH:14]=[C:13]2[C:8]([C:9]([CH3:19])=[C:10]([C:17]#[N:18])[C:11](SC)=[N:12]2)=[CH:7][C:6]=1[O:20][CH3:21])(=[O:3])[CH3:2].[S:22]([O-:25])([O-])=[O:23].[Na+].[Na+].[CH2:28](Cl)Cl, predict the reaction product. (3) Given the reactants [OH:1][CH:2]([C:26]1[N:27]=[C:28]([C:31]2[CH:36]=[CH:35][CH:34]=[CH:33][CH:32]=2)[S:29][CH:30]=1)[CH:3]([NH:18]C(=O)OC(C)(C)C)[CH2:4][C:5]1[CH:10]=[CH:9][CH:8]=[C:7]([O:11][C:12]([F:17])([F:16])[CH:13]([F:15])[F:14])[CH:6]=1.FC(F)(F)C(O)=O, predict the reaction product. The product is: [NH2:18][CH:3]([CH2:4][C:5]1[CH:10]=[CH:9][CH:8]=[C:7]([O:11][C:12]([F:16])([F:17])[CH:13]([F:14])[F:15])[CH:6]=1)[CH:2]([C:26]1[N:27]=[C:28]([C:31]2[CH:36]=[CH:35][CH:34]=[CH:33][CH:32]=2)[S:29][CH:30]=1)[OH:1].